This data is from Catalyst prediction with 721,799 reactions and 888 catalyst types from USPTO. The task is: Predict which catalyst facilitates the given reaction. The catalyst class is: 3. Product: [NH2:9][C:10]1[C:11]2[C:18]([C:19]3[CH:20]=[N:21][C:22]4[C:27]([CH:28]=3)=[CH:26][CH:25]=[CH:24][CH:23]=4)=[C:17]([Br:1])[N:16]([CH2:29][C@@H:30]([NH:33][C:34](=[O:40])[O:35][C:36]([CH3:39])([CH3:38])[CH3:37])[CH:31]=[CH2:32])[C:12]=2[N:13]=[CH:14][N:15]=1. Reactant: [Br:1]N1C(=O)CCC1=O.[NH2:9][C:10]1[C:11]2[C:18]([C:19]3[CH:20]=[N:21][C:22]4[C:27]([CH:28]=3)=[CH:26][CH:25]=[CH:24][CH:23]=4)=[CH:17][N:16]([CH2:29][C@@H:30]([NH:33][C:34](=[O:40])[O:35][C:36]([CH3:39])([CH3:38])[CH3:37])[CH:31]=[CH2:32])[C:12]=2[N:13]=[CH:14][N:15]=1.S([O-])([O-])(=O)=S.[Na+].[Na+].C(OCC)(=O)C.